This data is from Forward reaction prediction with 1.9M reactions from USPTO patents (1976-2016). The task is: Predict the product of the given reaction. (1) Given the reactants [CH3:1][CH:2]1[CH2:6][CH2:5][N:4]([C:7]2[CH:11]=[CH:10][N:9]([CH3:12])[N:8]=2)[C:3]1=[O:13].[N+:14]([O-])([OH:16])=[O:15].C(=O)([O-])O.[Na+], predict the reaction product. The product is: [CH3:1][CH:2]1[CH2:6][CH2:5][N:4]([C:7]2[C:11]([N+:14]([O-:16])=[O:15])=[CH:10][N:9]([CH3:12])[N:8]=2)[C:3]1=[O:13]. (2) Given the reactants [NH2:1][C:2]1[CH:7]=[CH:6][C:5](Br)=[CH:4][C:3]=1/[CH:9]=[CH:10]/[C:11]([O:13][CH2:14][CH3:15])=[O:12].CCN(C(C)C)C(C)C.[CH2:25]([SH:32])[C:26]1[CH:31]=[CH:30][CH:29]=[CH:28][CH:27]=1, predict the reaction product. The product is: [NH2:1][C:2]1[CH:7]=[CH:6][C:5]([S:32][CH2:25][C:26]2[CH:31]=[CH:30][CH:29]=[CH:28][CH:27]=2)=[CH:4][C:3]=1/[CH:9]=[CH:10]/[C:11]([O:13][CH2:14][CH3:15])=[O:12]. (3) Given the reactants [N:1]1[CH:6]=[CH:5][CH:4]=[C:3]([CH:7]=[N:8][OH:9])[CH:2]=1.[CH2:10]([N:13]1[CH2:17][CH2:16][CH2:15][C:14]1=[O:18])[CH:11]=[CH2:12], predict the reaction product. The product is: [N:1]1[CH:6]=[CH:5][CH:4]=[C:3]([C:7]2[CH2:12][CH:11]([CH2:10][N:13]3[CH2:17][CH2:16][CH2:15][C:14]3=[O:18])[O:9][N:8]=2)[CH:2]=1. (4) The product is: [C:14]([NH:2][CH2:3][CH2:4][NH:5][C:6](=[O:13])/[CH:7]=[CH:8]/[C:9]([O:11][CH3:12])=[O:10])(=[O:34])[CH2:15][CH2:16][CH2:17]/[CH:18]=[CH:19]\[CH2:20]/[CH:21]=[CH:22]\[CH2:23]/[CH:24]=[CH:25]\[CH2:26]/[CH:27]=[CH:28]\[CH2:29]/[CH:30]=[CH:31]\[CH2:32][CH3:33]. Given the reactants Cl.[NH2:2][CH2:3][CH2:4][NH:5][C:6](=[O:13])/[CH:7]=[CH:8]/[C:9]([O:11][CH3:12])=[O:10].[C:14](O)(=[O:34])[CH2:15][CH2:16][CH2:17]/[CH:18]=[CH:19]\[CH2:20]/[CH:21]=[CH:22]\[CH2:23]/[CH:24]=[CH:25]\[CH2:26]/[CH:27]=[CH:28]\[CH2:29]/[CH:30]=[CH:31]\[CH2:32][CH3:33].CN(C(ON1N=NC2C=CC=NC1=2)=[N+](C)C)C.F[P-](F)(F)(F)(F)F.CCN(C(C)C)C(C)C, predict the reaction product.